This data is from Catalyst prediction with 721,799 reactions and 888 catalyst types from USPTO. The task is: Predict which catalyst facilitates the given reaction. (1) Reactant: OC(C(F)(F)F)=O.C1([C@@H]([O:16][C:17](=[O:29])[C@H:18]([N:26]([CH3:28])[CH3:27])[C:19]2[CH:24]=[CH:23][CH:22]=[CH:21][C:20]=2[F:25])C)C=CC=CC=1. Product: [CH3:27][N:26]([CH3:28])[C@H:18]([C:19]1[CH:24]=[CH:23][CH:22]=[CH:21][C:20]=1[F:25])[C:17]([OH:29])=[O:16]. The catalyst class is: 261. (2) Reactant: [Cl:1][C:2]1[C:7]([C:8]2([C:11]#N)[CH2:10][CH2:9]2)=[CH:6][C:5]([F:13])=[CH:4][N:3]=1.C(OCC)(=[O:16])C.[OH2:20]. Product: [Cl:1][C:2]1[C:7]([C:8]2([C:11]([OH:16])=[O:20])[CH2:10][CH2:9]2)=[CH:6][C:5]([F:13])=[CH:4][N:3]=1. The catalyst class is: 65.